This data is from Full USPTO retrosynthesis dataset with 1.9M reactions from patents (1976-2016). The task is: Predict the reactants needed to synthesize the given product. (1) The reactants are: [CH:1]([C:4]1[N:8]=[C:7]([N:9]2[CH2:14][CH2:13][CH:12]([C@H:15]3[CH2:17][C@H:16]3[CH2:18][CH2:19][O:20][C:21]3[N:26]=[CH:25][C:24]([CH2:27][C:28](O)=[O:29])=[CH:23][C:22]=3[CH3:31])[CH2:11][CH2:10]2)[O:6][N:5]=1)([CH3:3])[CH3:2].[F:32][CH:33]1[CH2:36][NH:35][CH2:34]1.C(Cl)CCl.C1C=CC2N(O)N=NC=2C=1.C(N(CC)CC)C. Given the product [F:32][CH:33]1[CH2:36][N:35]([C:28](=[O:29])[CH2:27][C:24]2[CH:23]=[C:22]([CH3:31])[C:21]([O:20][CH2:19][CH2:18][C@@H:16]3[CH2:17][C@@H:15]3[CH:12]3[CH2:13][CH2:14][N:9]([C:7]4[O:6][N:5]=[C:4]([CH:1]([CH3:2])[CH3:3])[N:8]=4)[CH2:10][CH2:11]3)=[N:26][CH:25]=2)[CH2:34]1, predict the reactants needed to synthesize it. (2) Given the product [C:25]([C@@H:11]1[CH2:10][N:9]([C:18]([O:20][C:21]([CH3:24])([CH3:23])[CH3:22])=[O:19])[C@@H:8]([C:4]2[CH:5]=[CH:6][CH:7]=[C:2]([F:1])[CH:3]=2)[CH2:12]1)#[N:26], predict the reactants needed to synthesize it. The reactants are: [F:1][C:2]1[CH:3]=[C:4]([C@H:8]2[CH2:12][C@@H:11](OS(C)(=O)=O)[CH2:10][N:9]2[C:18]([O:20][C:21]([CH3:24])([CH3:23])[CH3:22])=[O:19])[CH:5]=[CH:6][CH:7]=1.[C-:25]#[N:26].[K+]. (3) Given the product [CH3:20][O:21][C:22]1[CH:29]=[CH:28][C:27]([C:30]2([OH:69])[C@H:35]([O:36][CH2:37][C:38]3[CH:39]=[CH:40][CH:41]=[CH:42][CH:43]=3)[C@@H:34]([O:44][CH2:45][C:46]3[CH:51]=[CH:50][CH:49]=[CH:48][CH:47]=3)[C@H:33]([O:52][CH2:53][C:54]3[CH:55]=[CH:56][CH:57]=[CH:58][CH:59]=3)[C@@H:32]([CH2:60][O:61][CH2:62][C:63]3[CH:64]=[CH:65][CH:66]=[CH:67][CH:68]=3)[O:31]2)=[CH:26][C:23]=1[C:24]([C:2]1[CH:3]=[C:4]2[C:12](=[CH:13][CH:14]=1)[O:11][C:7]1([CH2:10][CH2:9][CH2:8]1)[CH2:6][CH2:5]2)=[O:25], predict the reactants needed to synthesize it. The reactants are: Br[C:2]1[CH:3]=[C:4]2[C:12](=[CH:13][CH:14]=1)[O:11][C:7]1([CH2:10][CH2:9][CH2:8]1)[CH2:6][CH2:5]2.C([Li])CCC.[CH3:20][O:21][C:22]1[CH:29]=[CH:28][C:27]([C:30]2([OH:69])[C@H:35]([O:36][CH2:37][C:38]3[CH:43]=[CH:42][CH:41]=[CH:40][CH:39]=3)[C@@H:34]([O:44][CH2:45][C:46]3[CH:51]=[CH:50][CH:49]=[CH:48][CH:47]=3)[C@H:33]([O:52][CH2:53][C:54]3[CH:59]=[CH:58][CH:57]=[CH:56][CH:55]=3)[C@@H:32]([CH2:60][O:61][CH2:62][C:63]3[CH:68]=[CH:67][CH:66]=[CH:65][CH:64]=3)[O:31]2)=[CH:26][C:23]=1[CH:24]=[O:25]. (4) Given the product [N:21]1[CH:22]=[CH:23][CH:24]=[C:19]([N:8]2[CH2:7][CH2:6][C:5]3([CH2:1][N:2]([C:11]([O:13][C:14]([CH3:17])([CH3:16])[CH3:15])=[O:12])[CH2:3][CH2:4]3)[CH2:10][CH2:9]2)[CH:20]=1, predict the reactants needed to synthesize it. The reactants are: [CH2:1]1[C:5]2([CH2:10][CH2:9][NH:8][CH2:7][CH2:6]2)[CH2:4][CH2:3][N:2]1[C:11]([O:13][C:14]([CH3:17])([CH3:16])[CH3:15])=[O:12].Br[C:19]1[CH:20]=[N:21][CH:22]=[CH:23][CH:24]=1.C1C=CC(P(C2C(C3C(P(C4C=CC=CC=4)C4C=CC=CC=4)=CC=C4C=3C=CC=C4)=C3C(C=CC=C3)=CC=2)C2C=CC=CC=2)=CC=1. (5) Given the product [CH3:1][NH:2][C:6]1[CH:25]=[CH:24][C:9]2[N:10]([CH2:17][CH:18]3[CH2:23][CH2:22][O:21][CH2:20][CH2:19]3)[C:11]([C:13]([F:14])([F:15])[F:16])=[N:12][C:8]=2[CH:7]=1, predict the reactants needed to synthesize it. The reactants are: [CH3:1][N:2]([C:6]1[CH:25]=[CH:24][C:9]2[N:10]([CH2:17][CH:18]3[CH2:23][CH2:22][O:21][CH2:20][CH2:19]3)[C:11]([C:13]([F:16])([F:15])[F:14])=[N:12][C:8]=2[CH:7]=1)C(=O)C. (6) The reactants are: [C:1]([O:9][C@H:10]1[C@@H:21]([O:22][C:23](=[O:30])[C:24]2[CH:29]=[CH:28][CH:27]=[CH:26][CH:25]=2)[C@H:20]([O:31][C:32](=[O:39])[C:33]2[CH:38]=[CH:37][CH:36]=[CH:35][CH:34]=2)[C@@H:19]([CH:40](C(C2C=CC=CC=2)(C2C=CC=CC=2)C2C=CC=CC=2)[OH:41])[O:18][C@@H:11]1[O:12][CH2:13][CH2:14][N:15]=[N+:16]=[N-:17])(=[O:8])[C:2]1[CH:7]=[CH:6][CH:5]=[CH:4][CH:3]=1.C(O)(C(F)(F)F)=O. Given the product [C:1]([O:9][C@H:10]1[C@@H:21]([O:22][C:23](=[O:30])[C:24]2[CH:29]=[CH:28][CH:27]=[CH:26][CH:25]=2)[C@H:20]([O:31][C:32](=[O:39])[C:33]2[CH:38]=[CH:37][CH:36]=[CH:35][CH:34]=2)[C@@H:19]([CH2:40][OH:41])[O:18][C@@H:11]1[O:12][CH2:13][CH2:14][N:15]=[N+:16]=[N-:17])(=[O:8])[C:2]1[CH:7]=[CH:6][CH:5]=[CH:4][CH:3]=1, predict the reactants needed to synthesize it.